Dataset: Forward reaction prediction with 1.9M reactions from USPTO patents (1976-2016). Task: Predict the product of the given reaction. Given the reactants [N+:1]([C:4]1[CH:8]=[CH:7][NH:6][N:5]=1)([O-:3])=[O:2].C(=O)([O-])[O-].[K+].[K+].[CH2:15]1[O:17][C@@H:16]1[CH2:18][OH:19], predict the reaction product. The product is: [N+:1]([C:4]1[CH:8]=[CH:7][N:6]([CH2:15][C@H:16]([OH:17])[CH2:18][OH:19])[N:5]=1)([O-:3])=[O:2].